The task is: Predict the product of the given reaction.. This data is from Forward reaction prediction with 1.9M reactions from USPTO patents (1976-2016). (1) Given the reactants [N+:1]([C:4]1[CH:5]=[N:6][C:7]2[C:12]([C:13]=1[NH2:14])=[CH:11][CH:10]=[CH:9][CH:8]=2)([O-])=O, predict the reaction product. The product is: [NH2:1][C:4]1[CH:5]=[N:6][C:7]2[C:12]([C:13]=1[NH2:14])=[CH:11][CH:10]=[CH:9][CH:8]=2. (2) Given the reactants [CH3:1][O:2][CH2:3][C:4]1[CH:5]=[CH:6][C:7]([O:34][C:35]([F:38])([F:37])[F:36])=[C:8]([CH:33]=1)[CH2:9][NH:10][C:11]([NH:13][C:14]1[N:18]([C:19]2[CH:24]=[CH:23][CH:22]=[CH:21][CH:20]=2)[N:17]=[C:16]([O:25][CH2:26][CH:27]2[CH2:31][CH2:30][NH:29][CH2:28]2)[C:15]=1[CH3:32])=[O:12].[ClH:39].[CH3:40]C(O)C, predict the reaction product. The product is: [ClH:39].[CH3:1][O:2][CH2:3][C:4]1[CH:5]=[CH:6][C:7]([O:34][C:35]([F:37])([F:38])[F:36])=[C:8]([CH:33]=1)[CH2:9][NH:10][C:11]([NH:13][C:14]1[N:18]([C:19]2[CH:20]=[CH:21][CH:22]=[CH:23][CH:24]=2)[N:17]=[C:16]([O:25][CH2:26][CH:27]2[CH2:31][CH2:30][N:29]([CH3:40])[CH2:28]2)[C:15]=1[CH3:32])=[O:12]. (3) Given the reactants Cl.[F:2][C:3]1[CH:15]=[C:14]([O:16][CH3:17])[CH:13]=[CH:12][C:4]=1[O:5][CH:6]1[CH2:11][CH2:10][NH:9][CH2:8][CH2:7]1.[OH:18][C:19]([C:21]([F:24])([F:23])[F:22])=[O:20].[CH2:25]([N:32]1[CH2:41][CH2:40][C:39]2[C:34](=[N:35][C:36](Cl)=[C:37]([NH:42][CH:43]3[CH2:46][CH2:45][CH2:44]3)[N:38]=2)[CH2:33]1)[C:26]1[CH:31]=[CH:30][CH:29]=[CH:28][CH:27]=1.CC(C)([O-])C.[Na+], predict the reaction product. The product is: [CH2:25]([N:32]1[CH2:41][CH2:40][C:39]2[C:34](=[N:35][C:36]([N:9]3[CH2:8][CH2:7][CH:6]([O:5][C:4]4[CH:12]=[CH:13][C:14]([O:16][CH3:17])=[CH:15][C:3]=4[F:2])[CH2:11][CH2:10]3)=[C:37]([NH:42][CH:43]3[CH2:44][CH2:45][CH2:46]3)[N:38]=2)[CH2:33]1)[C:26]1[CH:27]=[CH:28][CH:29]=[CH:30][CH:31]=1.[C:19]([OH:20])([C:21]([F:24])([F:23])[F:22])=[O:18]. (4) Given the reactants [NH2:1][C:2]1[CH:7]=[C:6]([Br:8])[CH:5]=[CH:4][C:3]=1[NH:9][C@@H:10]([CH3:13])[CH2:11][OH:12].[C:14]1([CH3:24])[CH:19]=[CH:18][C:17]([S:20](Cl)(=[O:22])=[O:21])=[CH:16][CH:15]=1, predict the reaction product. The product is: [Br:8][C:6]1[CH:5]=[CH:4][C:3]([NH:9][C@@H:10]([CH3:13])[CH2:11][OH:12])=[C:2]([NH:1][S:20]([C:17]2[CH:18]=[CH:19][C:14]([CH3:24])=[CH:15][CH:16]=2)(=[O:22])=[O:21])[CH:7]=1. (5) Given the reactants C1(C)C=CC=CC=1P(C1C=CC=CC=1C)C1C=CC=CC=1C.[CH:23]1[C:36]2[NH:35][C:34]3[C:29](=[CH:30][CH:31]=[CH:32][CH:33]=3)[S:28][C:27]=2[CH:26]=[CH:25][CH:24]=1.Br[C:38]1[CH:43]=[CH:42][C:41]([CH2:44][CH2:45][CH2:46][CH3:47])=[CH:40][CH:39]=1.CC(C)([O-])C.[Na+].Cl, predict the reaction product. The product is: [CH2:44]([C:41]1[CH:42]=[CH:43][C:38]([N:35]2[C:36]3[CH:23]=[CH:24][CH:25]=[CH:26][C:27]=3[S:28][C:29]3[C:34]2=[CH:33][CH:32]=[CH:31][CH:30]=3)=[CH:39][CH:40]=1)[CH2:45][CH2:46][CH3:47]. (6) Given the reactants [CH3:1][N:2]([CH3:27])[C:3]([C:5]1[N:10]=[C:9]2[C:11]([CH2:15][OH:16])=[C:12]([CH3:14])[NH:13][C:8]2=[C:7]([NH:17][CH2:18][C:19]2[C:24]([CH3:25])=[CH:23][CH:22]=[CH:21][C:20]=2[CH3:26])[CH:6]=1)=[O:4].[H-].[Na+].[CH2:30](Br)[C:31]1[CH:36]=[CH:35][CH:34]=[CH:33][CH:32]=1.C(=O)(O)[O-].[Na+], predict the reaction product. The product is: [CH3:27][N:2]([CH3:1])[C:3]([C:5]1[N:10]=[C:9]2[C:11]([CH2:15][OH:16])=[C:12]([CH3:14])[N:13]([CH2:30][C:31]3[CH:36]=[CH:35][CH:34]=[CH:33][CH:32]=3)[C:8]2=[C:7]([NH:17][CH2:18][C:19]2[C:24]([CH3:25])=[CH:23][CH:22]=[CH:21][C:20]=2[CH3:26])[CH:6]=1)=[O:4]. (7) Given the reactants [Br:1][C:2]1[C:7]([O:8][CH3:9])=[CH:6][C:5]([C:10]2[O:11][CH:12]=[CH:13][CH:14]=2)=[CH:4][C:3]=1[O:15][CH3:16].C([N-]C(C)C)(C)C.[Li+].[N:25]1[N:26]([C:30]2[CH:35]=[CH:34][C:33]([CH:36]([O:43][CH3:44])[C:37](N(OC)C)=[O:38])=[CH:32][CH:31]=2)[N:27]=[CH:28][CH:29]=1, predict the reaction product. The product is: [N:25]1[N:26]([C:30]2[CH:31]=[CH:32][C:33]([CH:36]([O:43][CH3:44])[C:37]([C:12]3[O:11][C:10]([C:5]4[CH:6]=[C:7]([O:8][CH3:9])[C:2]([Br:1])=[C:3]([O:15][CH3:16])[CH:4]=4)=[CH:14][CH:13]=3)=[O:38])=[CH:34][CH:35]=2)[N:27]=[CH:28][CH:29]=1. (8) Given the reactants Br[CH2:2][CH2:3][CH2:4][Cl:5].C([O-])([O-])=O.[K+].[K+].[NH:12]1[CH2:17][CH2:16][O:15][CH2:14][CH2:13]1, predict the reaction product. The product is: [Cl:5][CH2:4][CH2:3][CH2:2][N:12]1[CH2:17][CH2:16][O:15][CH2:14][CH2:13]1. (9) Given the reactants [OH:1][C:2]1[C:3]([CH:27]=O)=[N:4][C:5]([CH2:8][CH2:9][CH2:10][NH:11][C:12]2[C:21]3[C:16](=[CH:17][CH:18]=[CH:19][CH:20]=3)[N:15]=[C:14]3[CH2:22][CH2:23][CH2:24][CH2:25][CH2:26][C:13]=23)=[CH:6][CH:7]=1.Cl.[NH2:30][OH:31].CC(O[Na])=O, predict the reaction product. The product is: [OH:1][C:2]1[C:3]([CH:27]=[N:30][OH:31])=[N:4][C:5]([CH2:8][CH2:9][CH2:10][NH:11][C:12]2[C:21]3[C:16](=[CH:17][CH:18]=[CH:19][CH:20]=3)[N:15]=[C:14]3[CH2:22][CH2:23][CH2:24][CH2:25][CH2:26][C:13]=23)=[CH:6][CH:7]=1.